Dataset: Peptide-MHC class II binding affinity with 134,281 pairs from IEDB. Task: Regression. Given a peptide amino acid sequence and an MHC pseudo amino acid sequence, predict their binding affinity value. This is MHC class II binding data. (1) The MHC is DRB1_0802 with pseudo-sequence DRB1_0802. The binding affinity (normalized) is 0.166. The peptide sequence is LAQEAGNFERISGDL. (2) The peptide sequence is QADNMITEMLQKEYM. The MHC is DRB1_0101 with pseudo-sequence DRB1_0101. The binding affinity (normalized) is 0.665. (3) The peptide sequence is VECKSASDVLIQRLS. The MHC is DRB1_0101 with pseudo-sequence DRB1_0101. The binding affinity (normalized) is 0.396. (4) The peptide sequence is SYVHVNGAKFIDTQN. The MHC is DRB3_0202 with pseudo-sequence DRB3_0202. The binding affinity (normalized) is 0.571. (5) The peptide sequence is WLDAKSTWYGKPTAA. The MHC is HLA-DPA10301-DPB10402 with pseudo-sequence HLA-DPA10301-DPB10402. The binding affinity (normalized) is 0.131. (6) The peptide sequence is KTKNKTNWKQTWTFK. The MHC is HLA-DQA10501-DQB10302 with pseudo-sequence HLA-DQA10501-DQB10302. The binding affinity (normalized) is 0. (7) The peptide sequence is TFTVEKGSNEKHLAV. The MHC is DRB1_1602 with pseudo-sequence DRB1_1602. The binding affinity (normalized) is 0.295. (8) The peptide sequence is TWNEASLRQIVGRAIRLNSHV. The MHC is DRB1_0101 with pseudo-sequence DRB1_0101. The binding affinity (normalized) is 0.506.